Predict which catalyst facilitates the given reaction. From a dataset of Catalyst prediction with 721,799 reactions and 888 catalyst types from USPTO. (1) Reactant: [F:1][C:2]1[CH:7]=[CH:6][CH:5]=[C:4]([F:8])[C:3]=1[C:9]1[NH:13][C:12]([C:14]2[N:19]=[C:18]([NH:20][C@H:21]([CH3:26])[C:22]([CH3:25])([CH3:24])[CH3:23])[C:17]([N+:27]([O-])=O)=[CH:16][CH:15]=2)=[C:11]([C:30]2[CH:35]=[CH:34][C:33]([F:36])=[CH:32][CH:31]=2)[N:10]=1.O.O.[Sn](Cl)Cl.[N:42]#[C:43]Br. Product: [F:1][C:2]1[CH:7]=[CH:6][CH:5]=[C:4]([F:8])[C:3]=1[C:9]1[NH:13][C:12]([C:14]2[N:19]=[C:18]3[N:20]([C@H:21]([CH3:26])[C:22]([CH3:25])([CH3:24])[CH3:23])[C:43]([NH2:42])=[N:27][C:17]3=[CH:16][CH:15]=2)=[C:11]([C:30]2[CH:35]=[CH:34][C:33]([F:36])=[CH:32][CH:31]=2)[N:10]=1. The catalyst class is: 8. (2) Reactant: C(N(CC)C(C)C)(C)C.[Cl:10][C:11]1[N:16]2[CH:17]=[CH:18][N:19]=[C:15]2[C:14](Cl)=[N:13][C:12]=1[C:21]1[CH:28]=[CH:27][C:24]([C:25]#[N:26])=[CH:23][CH:22]=1.[CH3:29][N:30]([CH3:37])[CH:31]1[CH2:36][CH2:35][NH:34][CH2:33][CH2:32]1. Product: [Cl:10][C:11]1[N:16]2[CH:17]=[CH:18][N:19]=[C:15]2[C:14]([N:34]2[CH2:35][CH2:36][CH:31]([N:30]([CH3:37])[CH3:29])[CH2:32][CH2:33]2)=[N:13][C:12]=1[C:21]1[CH:28]=[CH:27][C:24]([C:25]#[N:26])=[CH:23][CH:22]=1. The catalyst class is: 10.